This data is from Reaction yield outcomes from USPTO patents with 853,638 reactions. The task is: Predict the reaction yield, written as a fraction of the theoretical maximum amount of product (1.0 means a 100% yield; for example, 0.34 means a 34% yield). The reactants are C([O:5][C:6](=O)[CH2:7][CH:8]([C:16]#[N:17])[CH:9]([CH:13]([CH3:15])[CH3:14])[CH2:10][CH2:11][CH3:12])(C)(C)C. The catalyst is CO.[Ni]. The product is [CH:13]([CH:9]([CH:8]1[CH2:16][NH:17][C:6](=[O:5])[CH2:7]1)[CH2:10][CH2:11][CH3:12])([CH3:15])[CH3:14]. The yield is 1.00.